From a dataset of Full USPTO retrosynthesis dataset with 1.9M reactions from patents (1976-2016). Predict the reactants needed to synthesize the given product. (1) Given the product [Cl:1][C:2]1[S:6][C:5]([C:7]([NH:9][CH2:10][C:11]2[N:12]=[CH:13][N:14]([C:16]3[CH:21]=[CH:20][C:19]([N:26]4[CH:27]=[CH:28][CH:29]=[CH:30][C:25]4=[O:24])=[C:18]([F:23])[CH:17]=3)[CH:15]=2)=[O:8])=[CH:4][CH:3]=1, predict the reactants needed to synthesize it. The reactants are: [Cl:1][C:2]1[S:6][C:5]([C:7]([NH:9][CH2:10][C:11]2[N:12]=[CH:13][N:14]([C:16]3[CH:21]=[CH:20][C:19](I)=[C:18]([F:23])[CH:17]=3)[CH:15]=2)=[O:8])=[CH:4][CH:3]=1.[OH:24][C:25]1[CH:30]=[CH:29][CH:28]=[CH:27][N:26]=1.OC1C=CC=C2C=1N=CC=C2.C([O-])([O-])=O.[K+].[K+]. (2) Given the product [C:18]([C:15]1[CH:16]=[CH:17][C:12]([NH:11][CH2:10][CH2:9][NH:8][C:6]2[N:5]3[CH:20]=[C:21]([C:23]([OH:25])=[O:24])[N:22]=[C:4]3[CH:3]=[C:2]([C:32]3[CH:31]=[CH:30][C:29]([Cl:28])=[CH:34][C:33]=3[Cl:35])[N:7]=2)=[N:13][CH:14]=1)#[N:19], predict the reactants needed to synthesize it. The reactants are: Cl[C:2]1[N:7]=[C:6]([NH:8][CH2:9][CH2:10][NH:11][C:12]2[CH:17]=[CH:16][C:15]([C:18]#[N:19])=[CH:14][N:13]=2)[N:5]2[CH:20]=[C:21]([C:23]([O:25]CC)=[O:24])[N:22]=[C:4]2[CH:3]=1.[Cl:28][C:29]1[CH:34]=[C:33]([Cl:35])[CH:32]=[CH:31][C:30]=1B(O)O.C(=O)([O-])[O-].[K+].[K+].COCCOC. (3) The reactants are: [CH2:1]([O:3][C:4]([C@H:6]1[CH2:10][C:9](=[CH2:11])[CH2:8][C@@H:7]1[C:12]([OH:14])=O)=[O:5])[CH3:2].[NH2:15][C:16]1[CH:21]=[CH:20][C:19]([Cl:22])=[CH:18][N:17]=1. Given the product [CH2:1]([O:3][C:4]([C@H:6]1[CH2:10][C:9](=[CH2:11])[CH2:8][C@@H:7]1[C:12](=[O:14])[NH:15][C:16]1[CH:21]=[CH:20][C:19]([Cl:22])=[CH:18][N:17]=1)=[O:5])[CH3:2], predict the reactants needed to synthesize it.